Regression/Classification. Given a drug SMILES string, predict its absorption, distribution, metabolism, or excretion properties. Task type varies by dataset: regression for continuous measurements (e.g., permeability, clearance, half-life) or binary classification for categorical outcomes (e.g., BBB penetration, CYP inhibition). Dataset: cyp1a2_veith. From a dataset of CYP1A2 inhibition data for predicting drug metabolism from PubChem BioAssay. (1) The molecule is O=C(CSc1nc(-c2ccccc2)nc2ccccc12)Nc1nccs1. The result is 1 (inhibitor). (2) The drug is CSc1ncnc2c1ncn2[C@@H]1O[C@@H](CO)[C@H](O)O[C@@H]1O. The result is 0 (non-inhibitor). (3) The drug is Nc1ccn([C@H]2O[C@H](CO)[C@@H]3O[Sn](c4ccccc4)(c4ccccc4)O[C@H]32)c(=O)n1. The result is 0 (non-inhibitor). (4) The compound is C#CCCCO/N=C1/C[C@@H](O)[C@@H](O)[C@@H]2[C@@H]3C(=O)N(CC)C(=O)[C@H]3CC[C@@H]12. The result is 0 (non-inhibitor). (5) The drug is O=C1C(Cc2ccccc2)SC(=Nc2ccccc2)N1c1ccccc1. The result is 1 (inhibitor).